Dataset: Forward reaction prediction with 1.9M reactions from USPTO patents (1976-2016). Task: Predict the product of the given reaction. (1) The product is: [CH2:1]([C:3]1[CH:30]=[CH:29][CH:28]=[CH:27][C:4]=1[O:5][C:6]1[CH:26]=[CH:25][CH:24]=[CH:23][C:7]=1[C@:8]([C@@H:10]1[CH2:15][CH2:14][CH2:13][N:12]([C:16]([O:18][C:19]([CH3:22])([CH3:20])[CH3:21])=[O:17])[CH2:11]1)([OH:9])[CH2:36][CH2:35][CH2:34][CH2:33][O:32][CH3:31])[CH3:2]. Given the reactants [CH2:1]([C:3]1[CH:30]=[CH:29][CH:28]=[CH:27][C:4]=1[O:5][C:6]1[CH:26]=[CH:25][CH:24]=[CH:23][C:7]=1[C:8]([C@@H:10]1[CH2:15][CH2:14][CH2:13][N:12]([C:16]([O:18][C:19]([CH3:22])([CH3:21])[CH3:20])=[O:17])[CH2:11]1)=[O:9])[CH3:2].[CH3:31][O:32][CH2:33][CH2:34][CH2:35][CH2:36][Mg]Cl, predict the reaction product. (2) Given the reactants [Br:1][C:2]1[C:11]2[C:6](=[CH:7][CH:8]=[CH:9][CH:10]=2)[C:5](=[O:12])[N:4]([C:13]2[CH:21]=[CH:20][C:16]([C:17](O)=[O:18])=[CH:15][CH:14]=2)[N:3]=1.[C:22](N1C=CN=C1)([N:24]1C=CN=C1)=O.CN, predict the reaction product. The product is: [Br:1][C:2]1[C:11]2[C:6](=[CH:7][CH:8]=[CH:9][CH:10]=2)[C:5](=[O:12])[N:4]([C:13]2[CH:21]=[CH:20][C:16]([C:17]([NH:24][CH3:22])=[O:18])=[CH:15][CH:14]=2)[N:3]=1.